This data is from Catalyst prediction with 721,799 reactions and 888 catalyst types from USPTO. The task is: Predict which catalyst facilitates the given reaction. Reactant: O[CH2:2][C:3]1([CH2:13][CH2:14][OH:15])[CH2:12][CH2:11][C:6]2([O:10][CH2:9][CH2:8][O:7]2)[CH2:5][CH2:4]1.C1(P(C2C=CC=CC=2)C2C=CC=CC=2)C=CC=CC=1.N(C(OCC)=O)=NC(OCC)=O. Product: [CH2:8]1[O:7][C:6]2([CH2:5][CH2:4][C:3]3([CH2:2][O:15][CH2:14][CH2:13]3)[CH2:12][CH2:11]2)[O:10][CH2:9]1. The catalyst class is: 30.